From a dataset of Reaction yield outcomes from USPTO patents with 853,638 reactions. Predict the reaction yield, written as a fraction of the theoretical maximum amount of product (1.0 means a 100% yield; for example, 0.34 means a 34% yield). The product is [NH3:6].[NH2:55][C:50]1[CH:49]=[C:48]([C:44]([CH3:47])([CH3:45])[CH3:46])[CH:53]=[CH:52][C:51]=1[NH:54][C:32](=[O:33])[CH2:31][CH2:30][CH2:29][CH2:28][N:27]([CH2:26][C@@H:18]1[C@@H:19]2[C@@H:20]([O:21][C:22]([CH3:24])([CH3:25])[O:23]2)[C@H:16]([N:13]2[C:9]3[N:10]=[CH:11][N:12]=[C:7]([NH:6][CH2:5][C:4]4[CH:38]=[CH:39][C:40]([O:42][CH3:43])=[CH:41][C:3]=4[O:2][CH3:1])[C:8]=3[CH:15]=[CH:14]2)[O:17]1)[CH:35]([CH3:36])[CH3:37]. The yield is 0.0200. The reactants are [CH3:1][O:2][C:3]1[CH:41]=[C:40]([O:42][CH3:43])[CH:39]=[CH:38][C:4]=1[CH2:5][NH:6][C:7]1[C:8]2[CH:15]=[CH:14][N:13]([C@H:16]3[C@@H:20]4[O:21][C:22]([CH3:25])([CH3:24])[O:23][C@@H:19]4[C@@H:18]([CH2:26][N:27]([CH:35]([CH3:37])[CH3:36])[CH2:28][CH2:29][CH2:30][CH2:31][C:32](O)=[O:33])[O:17]3)[C:9]=2[N:10]=[CH:11][N:12]=1.[C:44]([C:48]1[CH:49]=[C:50]([NH2:55])[C:51]([NH2:54])=[CH:52][CH:53]=1)([CH3:47])([CH3:46])[CH3:45].C(N(CC)C(C)C)(C)C.C1CN([P+](ON2N=NC3C=CC=CC2=3)(N2CCCC2)N2CCCC2)CC1.F[P-](F)(F)(F)(F)F. The catalyst is CN(C)C=O.